This data is from TCR-epitope binding with 47,182 pairs between 192 epitopes and 23,139 TCRs. The task is: Binary Classification. Given a T-cell receptor sequence (or CDR3 region) and an epitope sequence, predict whether binding occurs between them. (1) The TCR CDR3 sequence is CASKLMGGANGDTF. Result: 0 (the TCR does not bind to the epitope). The epitope is SEPVLKGVKL. (2) The epitope is LLWNGPMAV. The TCR CDR3 sequence is CASSGGTADTQYF. Result: 1 (the TCR binds to the epitope). (3) The epitope is TSNQVAVLY. The TCR CDR3 sequence is CAGSTNTGELFF. Result: 0 (the TCR does not bind to the epitope). (4) The epitope is AIMTRCLAV. The TCR CDR3 sequence is CASSSNMDTEAFF. Result: 1 (the TCR binds to the epitope).